The task is: Regression. Given two drug SMILES strings and cell line genomic features, predict the synergy score measuring deviation from expected non-interaction effect.. This data is from NCI-60 drug combinations with 297,098 pairs across 59 cell lines. Drug 1: CN1C2=C(C=C(C=C2)N(CCCl)CCCl)N=C1CCCC(=O)O.Cl. Drug 2: CC1CCC2CC(C(=CC=CC=CC(CC(C(=O)C(C(C(=CC(C(=O)CC(OC(=O)C3CCCCN3C(=O)C(=O)C1(O2)O)C(C)CC4CCC(C(C4)OC)O)C)C)O)OC)C)C)C)OC. Cell line: ACHN. Synergy scores: CSS=8.77, Synergy_ZIP=-3.16, Synergy_Bliss=-6.99, Synergy_Loewe=-13.7, Synergy_HSA=-3.26.